This data is from Forward reaction prediction with 1.9M reactions from USPTO patents (1976-2016). The task is: Predict the product of the given reaction. Given the reactants [CH2:1]([C:3]1[CH:8]=[CH:7][C:6]([C:9]2[C:10]([CH2:14][OH:15])=[CH:11][S:12][CH:13]=2)=[CH:5][CH:4]=1)[CH3:2].O[C:17]1[C:22]([F:23])=[CH:21][C:20]([CH2:24][CH2:25][C:26]([O:28]CC)=[O:27])=[CH:19][C:18]=1[F:31].C(C1C=CC(C2C=C(C(F)(F)F)SC=2COC2C(F)=CC(CCC(OCC)=O)=CC=2F)=CC=1)C, predict the reaction product. The product is: [CH2:1]([C:3]1[CH:4]=[CH:5][C:6]([C:9]2[C:10]([CH2:14][O:15][C:17]3[C:18]([F:31])=[CH:19][C:20]([CH2:24][CH2:25][C:26]([OH:28])=[O:27])=[CH:21][C:22]=3[F:23])=[CH:11][S:12][CH:13]=2)=[CH:7][CH:8]=1)[CH3:2].